This data is from NCI-60 drug combinations with 297,098 pairs across 59 cell lines. The task is: Regression. Given two drug SMILES strings and cell line genomic features, predict the synergy score measuring deviation from expected non-interaction effect. (1) Drug 1: CC1=C(N=C(N=C1N)C(CC(=O)N)NCC(C(=O)N)N)C(=O)NC(C(C2=CN=CN2)OC3C(C(C(C(O3)CO)O)O)OC4C(C(C(C(O4)CO)O)OC(=O)N)O)C(=O)NC(C)C(C(C)C(=O)NC(C(C)O)C(=O)NCCC5=NC(=CS5)C6=NC(=CS6)C(=O)NCCC[S+](C)C)O. Drug 2: CCN(CC)CCCC(C)NC1=C2C=C(C=CC2=NC3=C1C=CC(=C3)Cl)OC. Cell line: NCI-H322M. Synergy scores: CSS=10.9, Synergy_ZIP=-3.49, Synergy_Bliss=-0.347, Synergy_Loewe=-2.85, Synergy_HSA=-0.291. (2) Drug 1: CC1=C(C=C(C=C1)NC2=NC=CC(=N2)N(C)C3=CC4=NN(C(=C4C=C3)C)C)S(=O)(=O)N.Cl. Drug 2: C1CNP(=O)(OC1)N(CCCl)CCCl. Cell line: IGROV1. Synergy scores: CSS=-0.532, Synergy_ZIP=1.53, Synergy_Bliss=0.267, Synergy_Loewe=-3.22, Synergy_HSA=-2.22. (3) Drug 1: CC1OCC2C(O1)C(C(C(O2)OC3C4COC(=O)C4C(C5=CC6=C(C=C35)OCO6)C7=CC(=C(C(=C7)OC)O)OC)O)O. Drug 2: C1=C(C(=O)NC(=O)N1)N(CCCl)CCCl. Cell line: OVCAR-5. Synergy scores: CSS=34.0, Synergy_ZIP=-3.94, Synergy_Bliss=6.75, Synergy_Loewe=7.24, Synergy_HSA=8.85. (4) Drug 1: CN1C2=C(C=C(C=C2)N(CCCl)CCCl)N=C1CCCC(=O)O.Cl. Drug 2: CC1CCCC2(C(O2)CC(NC(=O)CC(C(C(=O)C(C1O)C)(C)C)O)C(=CC3=CSC(=N3)C)C)C. Synergy scores: CSS=62.7, Synergy_ZIP=-0.717, Synergy_Bliss=-0.459, Synergy_Loewe=-11.1, Synergy_HSA=0.109. Cell line: CCRF-CEM. (5) Drug 1: C1C(C(OC1N2C=NC3=C2NC=NCC3O)CO)O. Drug 2: CC1C(C(CC(O1)OC2CC(CC3=C2C(=C4C(=C3O)C(=O)C5=C(C4=O)C(=CC=C5)OC)O)(C(=O)CO)O)N)O.Cl. Synergy scores: CSS=36.3, Synergy_ZIP=-1.50, Synergy_Bliss=-3.74, Synergy_Loewe=-23.6, Synergy_HSA=-2.96. Cell line: SW-620. (6) Drug 1: COC1=C2C(=CC3=C1OC=C3)C=CC(=O)O2. Drug 2: C1C(C(OC1N2C=NC3=C2NC=NCC3O)CO)O. Cell line: NCIH23. Synergy scores: CSS=1.05, Synergy_ZIP=-2.11, Synergy_Bliss=-4.89, Synergy_Loewe=-4.47, Synergy_HSA=-4.63.